Dataset: Reaction yield outcomes from USPTO patents with 853,638 reactions. Task: Predict the reaction yield, written as a fraction of the theoretical maximum amount of product (1.0 means a 100% yield; for example, 0.34 means a 34% yield). (1) The reactants are [Cl:1][C:2]1[CH:11]=[C:10](Cl)[C:9]2[C:4](=[C:5]([CH3:15])[C:6]([O:13][CH3:14])=[CH:7][CH:8]=2)[N:3]=1.ClC1C=C([O:27][CH2:28][C:29]2[CH:34]=[CH:33][C:32]([O:35][CH3:36])=[CH:31][CH:30]=2)C2C(=C(Cl)C(OC)=CC=2)N=1. No catalyst specified. The product is [Cl:1][C:2]1[CH:11]=[C:10]([O:27][CH2:28][C:29]2[CH:34]=[CH:33][C:32]([O:35][CH3:36])=[CH:31][CH:30]=2)[C:9]2[C:4](=[C:5]([CH3:15])[C:6]([O:13][CH3:14])=[CH:7][CH:8]=2)[N:3]=1. The yield is 0.500. (2) The reactants are [Cl:1][C:2]1[C:6]2[CH:7]=[CH:8][CH:9]=[CH:10][C:5]=2[O:4][C:3]=1[CH2:11][NH:12][CH3:13].[O:14]=[C:15]1[CH2:20][O:19][C:18]2[CH:21]=[C:22](/[CH:25]=[CH:26]/[C:27]([OH:29])=O)[CH:23]=[N:24][C:17]=2[NH:16]1.ON1C2C=CC=CC=2N=N1.C(N(C(C)C)CC)(C)C.CC[N+](CCCN(C)C)=C=N. The catalyst is CN(C=O)C.O. The product is [Cl:1][C:2]1[C:6]2[CH:7]=[CH:8][CH:9]=[CH:10][C:5]=2[O:4][C:3]=1[CH2:11][N:12]([CH3:13])[C:27](=[O:29])/[CH:26]=[CH:25]/[C:22]1[CH:23]=[N:24][C:17]2[NH:16][C:15](=[O:14])[CH2:20][O:19][C:18]=2[CH:21]=1. The yield is 0.300. (3) The yield is 0.380. The catalyst is CN(C)C=O. The reactants are Cl[CH2:2][CH2:3][CH2:4][S:5]([O:8][C:9]1[CH:14]=[CH:13][C:12]([C:15]2[C:24]([CH2:25][O:26][C:27]3[CH:32]=[C:31]([F:33])[CH:30]=[CH:29][C:28]=3[CH3:34])=[C:23]3[C:18]([NH:19][C:20]([CH3:38])([CH3:37])[C:21](=[O:36])[N:22]3[CH3:35])=[CH:17][CH:16]=2)=[C:11]([O:39][CH3:40])[CH:10]=1)(=[O:7])=[O:6].[CH2:41]([NH2:48])[C:42]1[CH:47]=[CH:46][CH:45]=[CH:44][CH:43]=1.[I-].[K+].C(OCC)(=O)C. The product is [CH2:41]([NH:48][CH2:2][CH2:3][CH2:4][S:5]([O:8][C:9]1[CH:14]=[CH:13][C:12]([C:15]2[C:24]([CH2:25][O:26][C:27]3[CH:32]=[C:31]([F:33])[CH:30]=[CH:29][C:28]=3[CH3:34])=[C:23]3[C:18]([NH:19][C:20]([CH3:38])([CH3:37])[C:21](=[O:36])[N:22]3[CH3:35])=[CH:17][CH:16]=2)=[C:11]([O:39][CH3:40])[CH:10]=1)(=[O:7])=[O:6])[C:42]1[CH:47]=[CH:46][CH:45]=[CH:44][CH:43]=1. (4) The reactants are [H-].[Na+].[C:3]([C:5]1[NH:9][CH:8]=[C:7]([C:10]([O:12][CH2:13][CH3:14])=[O:11])[C:6]=1[C:15]1[CH:20]=[CH:19][CH:18]=[CH:17][C:16]=1[N+:21]([O-:23])=[O:22])#[N:4].[NH2:24]OP(=O)(C1C=CC=CC=1)C1C=CC=CC=1.[Na]. The catalyst is CN(C=O)C.C(OCC)(=O)C. The product is [NH2:24][N:9]1[C:5]([C:3]#[N:4])=[C:6]([C:15]2[CH:20]=[CH:19][CH:18]=[CH:17][C:16]=2[N+:21]([O-:23])=[O:22])[C:7]([C:10]([O:12][CH2:13][CH3:14])=[O:11])=[CH:8]1. The yield is 0.750. (5) The reactants are CC(OI1(OC(C)=O)(OC(C)=O)OC(=O)C2C=CC=CC1=2)=O.[C:23]([SiH2:27][O:28][C:29]([CH3:42])([CH3:41])[C:30]1[CH:31]=[C:32]([CH2:39][OH:40])[CH:33]=[C:34]([N:36]([CH3:38])[CH3:37])[CH:35]=1)([CH3:26])([CH3:25])[CH3:24].C(=O)(O)[O-].[Na+]. The catalyst is C(Cl)Cl. The product is [C:23]([SiH2:27][O:28][C:29]([CH3:42])([CH3:41])[C:30]1[CH:31]=[C:32]([CH:33]=[C:34]([N:36]([CH3:38])[CH3:37])[CH:35]=1)[CH:39]=[O:40])([CH3:26])([CH3:25])[CH3:24]. The yield is 0.650. (6) The reactants are [Cl:1][C:2]1[C:10]2[N:9]=[C:8]3[N:11]([C:15]4[C:20]([Cl:21])=[CH:19][C:18]([Cl:22])=[CH:17][C:16]=4[Cl:23])[CH2:12][CH2:13][CH2:14][N:7]3[C:6]=2[C:5]([CH:24](Cl)[C:25]([F:28])([F:27])[F:26])=[CH:4][CH:3]=1.[N-:30]=[N+:31]=[N-:32].[Na+]. The catalyst is CS(C)=O.C(OCC)(=O)C. The product is [N:30]([CH:24]([C:5]1[C:6]2[N:7]3[CH2:14][CH2:13][CH2:12][N:11]([C:15]4[C:16]([Cl:23])=[CH:17][C:18]([Cl:22])=[CH:19][C:20]=4[Cl:21])[C:8]3=[N:9][C:10]=2[C:2]([Cl:1])=[CH:3][CH:4]=1)[C:25]([F:27])([F:28])[F:26])=[N+:31]=[N-:32]. The yield is 0.970. (7) The reactants are [F:1][C:2]1[CH:3]=[C:4]2[C:8](=[CH:9][CH:10]=1)[NH:7][N:6]=[C:5]2[I:11].Br[CH2:13][CH:14]([OH:16])[CH3:15].[Si:17](Cl)([C:20]([CH3:23])([CH3:22])[CH3:21])([CH3:19])[CH3:18]. The catalyst is CN(C1C=CN=CC=1)C.C(Cl)Cl. The product is [O:16]([CH:14]([CH3:15])[CH2:13][N:7]1[C:8]2[C:4](=[CH:3][C:2]([F:1])=[CH:10][CH:9]=2)[C:5]([I:11])=[N:6]1)[Si:17]([C:20]([CH3:23])([CH3:22])[CH3:21])([CH3:19])[CH3:18]. The yield is 0.310. (8) The reactants are [F:1][C:2]1[C:7]2[NH:8][CH:9]=[N:10][C:6]=2[CH:5]=[C:4]([C:11]([OH:13])=O)[C:3]=1[NH:14][C:15]1[CH:20]=[CH:19][C:18]([Br:21])=[CH:17][C:16]=1[CH3:22].CCN(C(C)C)C(C)C.C1CN([P+](ON2N=NC3C=[CH:53][CH:54]=[CH:55][C:50]2=3)(N2CCCC2)N2CCCC2)CC1.F[P-](F)(F)(F)(F)F.Cl.C1([N:69](C)[OH:70])CC1. The catalyst is C1COCC1.C(Cl)Cl. The product is [CH:54]1([CH2:53][O:70][NH:69][C:11]([C:4]2[C:3]([NH:14][C:15]3[CH:20]=[CH:19][C:18]([Br:21])=[CH:17][C:16]=3[CH3:22])=[C:2]([F:1])[C:7]3[NH:8][CH:9]=[N:10][C:6]=3[CH:5]=2)=[O:13])[CH2:55][CH2:50]1. The yield is 0.450. (9) The reactants are [Cl:1][C:2]1[CH:7]=[CH:6][CH:5]=[C:4]([Cl:8])[C:3]=1[S:9][CH2:10][C:11]1[C:15]([CH2:16][O:17][C:18]2[CH:23]=[CH:22][C:21]([C:24]3[CH:25]=[C:26]4[C:31](=[CH:32][CH:33]=3)[N:30]=[C:29]([C:34]([O:36][CH2:37][CH3:38])=[O:35])[CH:28]=[CH:27]4)=[CH:20][CH:19]=2)=[C:14]([CH:39]([CH3:41])[CH3:40])[O:13][N:12]=1.ClC1C=C(C=CC=1)C(OO)=[O:47].C(=O)(O)[O-].[Na+]. The catalyst is ClCCl. The product is [Cl:8][C:4]1[CH:5]=[CH:6][CH:7]=[C:2]([Cl:1])[C:3]=1[S:9]([CH2:10][C:11]1[C:15]([CH2:16][O:17][C:18]2[CH:19]=[CH:20][C:21]([C:24]3[CH:25]=[C:26]4[C:31](=[CH:32][CH:33]=3)[N:30]=[C:29]([C:34]([O:36][CH2:37][CH3:38])=[O:35])[CH:28]=[CH:27]4)=[CH:22][CH:23]=2)=[C:14]([CH:39]([CH3:40])[CH3:41])[O:13][N:12]=1)=[O:47]. The yield is 0.570. (10) The reactants are [CH3:1][O:2][C:3]1[CH:4]=[C:5]2[C:10](=[CH:11][C:12]=1[O:13][CH3:14])[N:9]=[CH:8][CH:7]=[C:6]2[O:15][C:16]1[CH:22]=[CH:21][C:19]([NH2:20])=[C:18]([CH3:23])[C:17]=1[CH3:24].ClC(Cl)(O[C:29](=[O:35])OC(Cl)(Cl)Cl)Cl.[NH2:37][N:38]1[CH2:43][CH2:42][CH2:41][CH2:40][CH2:39]1.C(=O)(O)[O-].[Na+]. The catalyst is C(Cl)Cl.C(N(CC)CC)C.C1(C)C=CC=CC=1. The product is [CH3:1][O:2][C:3]1[CH:4]=[C:5]2[C:10](=[CH:11][C:12]=1[O:13][CH3:14])[N:9]=[CH:8][CH:7]=[C:6]2[O:15][C:16]1[CH:22]=[CH:21][C:19]([NH:20][C:29]([NH:37][N:38]2[CH2:43][CH2:42][CH2:41][CH2:40][CH2:39]2)=[O:35])=[C:18]([CH3:23])[C:17]=1[CH3:24]. The yield is 0.580.